From a dataset of NCI-60 drug combinations with 297,098 pairs across 59 cell lines. Regression. Given two drug SMILES strings and cell line genomic features, predict the synergy score measuring deviation from expected non-interaction effect. (1) Drug 1: CC(C1=C(C=CC(=C1Cl)F)Cl)OC2=C(N=CC(=C2)C3=CN(N=C3)C4CCNCC4)N. Drug 2: CCN(CC)CCCC(C)NC1=C2C=C(C=CC2=NC3=C1C=CC(=C3)Cl)OC. Cell line: ACHN. Synergy scores: CSS=2.33, Synergy_ZIP=-2.74, Synergy_Bliss=-3.61, Synergy_Loewe=-10.3, Synergy_HSA=-4.18. (2) Drug 1: C1CCN(CC1)CCOC2=CC=C(C=C2)C(=O)C3=C(SC4=C3C=CC(=C4)O)C5=CC=C(C=C5)O. Drug 2: CC1=C2C(C(=O)C3(C(CC4C(C3C(C(C2(C)C)(CC1OC(=O)C(C(C5=CC=CC=C5)NC(=O)OC(C)(C)C)O)O)OC(=O)C6=CC=CC=C6)(CO4)OC(=O)C)O)C)O. Cell line: HT29. Synergy scores: CSS=60.3, Synergy_ZIP=18.7, Synergy_Bliss=17.2, Synergy_Loewe=-41.4, Synergy_HSA=13.8. (3) Drug 1: C1CCN(CC1)CCOC2=CC=C(C=C2)C(=O)C3=C(SC4=C3C=CC(=C4)O)C5=CC=C(C=C5)O. Drug 2: CCCS(=O)(=O)NC1=C(C(=C(C=C1)F)C(=O)C2=CNC3=C2C=C(C=N3)C4=CC=C(C=C4)Cl)F. Cell line: KM12. Synergy scores: CSS=8.50, Synergy_ZIP=10.7, Synergy_Bliss=8.81, Synergy_Loewe=-2.00, Synergy_HSA=-4.61.